From a dataset of Forward reaction prediction with 1.9M reactions from USPTO patents (1976-2016). Predict the product of the given reaction. Given the reactants [Cl:1][C:2]1[CH:32]=[CH:31][C:5]([CH2:6][CH2:7][NH:8][C:9]([C:11]2[CH:30]=[CH:29][C:14]([O:15][C:16]3[CH:21]=[CH:20][C:19]([CH2:22][C:23]([O:25]CC)=[O:24])=[CH:18][C:17]=3[Br:28])=[CH:13][CH:12]=2)=[O:10])=[CH:4][CH:3]=1.[OH-].[Na+].O, predict the reaction product. The product is: [Cl:1][C:2]1[CH:3]=[CH:4][C:5]([CH2:6][CH2:7][NH:8][C:9]([C:11]2[CH:12]=[CH:13][C:14]([O:15][C:16]3[CH:21]=[CH:20][C:19]([CH2:22][C:23]([OH:25])=[O:24])=[CH:18][C:17]=3[Br:28])=[CH:29][CH:30]=2)=[O:10])=[CH:31][CH:32]=1.